This data is from Reaction yield outcomes from USPTO patents with 853,638 reactions. The task is: Predict the reaction yield, written as a fraction of the theoretical maximum amount of product (1.0 means a 100% yield; for example, 0.34 means a 34% yield). (1) The reactants are [F:1][C:2]([F:15])([F:14])[C:3]1[CH:13]=[CH:12][C:6]([CH:7]=[CH:8][C:9]([NH2:11])=[O:10])=[CH:5][CH:4]=1.[Cl:16][CH2:17][C:18]([CH2:20]Cl)=O.C1(C)C=CC=CC=1. The catalyst is C(OCC)(=O)C. The product is [Cl:16][CH2:17][C:18]1[N:11]=[C:9](/[CH:8]=[CH:7]/[C:6]2[CH:5]=[CH:4][C:3]([C:2]([F:14])([F:15])[F:1])=[CH:13][CH:12]=2)[O:10][CH:20]=1. The yield is 0.550. (2) The reactants are [CH2:1]([O:5][C:6]1[CH:7]=[C:8](/[CH:13]=[C:14](\[O:18][CH2:19][CH3:20])/[C:15]([OH:17])=[O:16])[CH:9]=[CH:10][C:11]=1I)[CH2:2][CH2:3][CH3:4].[CH3:21][N:22]([C:31]1[CH:32]=[C:33](B(O)O)[CH:34]=[CH:35][CH:36]=1)[C:23]([NH:25][CH2:26][CH2:27][CH2:28][CH2:29][CH3:30])=[O:24].C(=O)([O-])[O-].[K+].[K+].O. The catalyst is COCCOC.O.C1C=CC(P(C2C=CC=CC=2)[C-]2C=CC=C2)=CC=1.C1C=CC(P(C2C=CC=CC=2)[C-]2C=CC=C2)=CC=1.Cl[Pd]Cl.[Fe+2]. The product is [CH2:1]([O:5][C:6]1[CH:7]=[C:8](/[CH:13]=[C:14](\[O:18][CH2:19][CH3:20])/[C:15]([OH:17])=[O:16])[CH:9]=[CH:10][C:11]=1[C:33]1[CH:34]=[CH:35][CH:36]=[C:31]([N:22]([CH3:21])[C:23]([NH:25][CH2:26][CH2:27][CH2:28][CH2:29][CH3:30])=[O:24])[CH:32]=1)[CH2:2][CH2:3][CH3:4]. The yield is 0.200. (3) The product is [CH:8]1([C:14]2[C:15]3[CH:16]=[CH:17][C:18]([C:45]([NH:73][S:70]([C:68]4[N:67]=[CH:66][N:65]([CH3:64])[CH:69]=4)(=[O:72])=[O:71])=[O:46])=[CH:19][C:20]=3[N:21]3[CH2:27][C:26]([C:28]([N:30]4[CH:31]5[CH2:37][CH2:36][CH:35]4[CH2:34][N:33]([CH3:38])[CH2:32]5)=[O:29])=[CH:25][C:24]4[CH:39]=[C:40]([O:43][CH3:44])[CH:41]=[CH:42][C:23]=4[C:22]=23)[CH2:13][CH2:12][CH2:11][CH2:10][CH2:9]1. The yield is 0.220. The reactants are OC(C(F)(F)F)=O.[CH:8]1([C:14]2[C:15]3[CH:16]=[CH:17][C:18]([C:45](OC(C)(C)C)=[O:46])=[CH:19][C:20]=3[N:21]3[CH2:27][C:26]([C:28]([N:30]4[CH:35]5[CH2:36][CH2:37][CH:31]4[CH2:32][N:33]([CH3:38])[CH2:34]5)=[O:29])=[CH:25][C:24]4[CH:39]=[C:40]([O:43][CH3:44])[CH:41]=[CH:42][C:23]=4[C:22]=23)[CH2:13][CH2:12][CH2:11][CH2:10][CH2:9]1.C1N=CN(C(N2C=NC=C2)=O)C=1.[CH3:64][N:65]1[CH:69]=[C:68]([S:70]([NH2:73])(=[O:72])=[O:71])[N:67]=[CH:66]1.C1CCN2C(=NCCC2)CC1. The catalyst is C1COCC1. (4) The reactants are [CH2:1]([C:5]1[N:6]=[C:7]([CH3:27])[NH:8][C:9](=[O:26])[C:10]=1[CH2:11][C:12]1[CH:17]=[CH:16][C:15]([C:18]2[C:19]([C:24]#[N:25])=[CH:20][CH:21]=[CH:22][CH:23]=2)=[CH:14][CH:13]=1)[CH2:2][CH2:3][CH3:4].C(=O)([O-])[O-].[K+].[K+].Cl.Cl[CH2:36][C:37]1[CH:46]=[CH:45][C:44]2[C:39](=[CH:40][CH:41]=[CH:42][CH:43]=2)[N:38]=1.CN(C)C=O. The catalyst is C(OCC)(=O)C. The product is [CH2:1]([C:5]1[N:6]=[C:7]([CH3:27])[N:8]([CH2:36][C:37]2[CH:46]=[CH:45][C:44]3[C:39](=[CH:40][CH:41]=[CH:42][CH:43]=3)[N:38]=2)[C:9](=[O:26])[C:10]=1[CH2:11][C:12]1[CH:17]=[CH:16][C:15]([C:18]2[C:19]([C:24]#[N:25])=[CH:20][CH:21]=[CH:22][CH:23]=2)=[CH:14][CH:13]=1)[CH2:2][CH2:3][CH3:4]. The yield is 0.260. (5) The reactants are Cl[CH2:2][C:3]1[CH:12]=[CH:11][C:6]2[O:7][CH2:8][CH2:9][O:10][C:5]=2[CH:4]=1.[C-:13]#[N:14].[Na+].O. The catalyst is CS(C)=O. The product is [O:7]1[CH2:8][CH2:9][O:10][C:5]2[CH:4]=[C:3]([CH2:2][C:13]#[N:14])[CH:12]=[CH:11][C:6]1=2. The yield is 0.860.